This data is from Full USPTO retrosynthesis dataset with 1.9M reactions from patents (1976-2016). The task is: Predict the reactants needed to synthesize the given product. (1) Given the product [Br:1][C:14]1[CH:15]=[C:16]([F:17])[C:10]([Cl:9])=[C:11]([F:18])[C:12]=1[NH2:13], predict the reactants needed to synthesize it. The reactants are: [Br:1]N1C(=O)CCC1=O.[Cl:9][C:10]1[C:11]([F:18])=[C:12]([CH:14]=[CH:15][C:16]=1[F:17])[NH2:13].CCCCCC.O. (2) The reactants are: CS(OS(C)(=O)=O)(=O)=O.CCN(CC)CC.[CH2:17]([O:19][C:20]([C:22]1[C:23]([C:47]([O:49][CH2:50][CH3:51])=[O:48])=[C:24]([CH2:43][CH2:44][CH2:45]O)[N:25]2[C:30]=1[C:29]([C:31]1[CH:36]=[CH:35][CH:34]=[CH:33][CH:32]=1)=[CH:28][C:27]([N:37]1[CH2:42][CH2:41][O:40][CH2:39][CH2:38]1)=[N:26]2)=[O:21])[CH3:18].[Na+].[I-].[P:54]([O:61]CC)([O:58][CH2:59][CH3:60])[O:55][CH2:56][CH3:57]. Given the product [CH2:17]([O:19][C:20]([C:22]1[C:23]([C:47]([O:49][CH2:50][CH3:51])=[O:48])=[C:24]([CH2:43][CH2:44][CH2:45][P:54]([O:58][CH2:59][CH3:60])([O:55][CH2:56][CH3:57])=[O:61])[N:25]2[C:30]=1[C:29]([C:31]1[CH:32]=[CH:33][CH:34]=[CH:35][CH:36]=1)=[CH:28][C:27]([N:37]1[CH2:42][CH2:41][O:40][CH2:39][CH2:38]1)=[N:26]2)=[O:21])[CH3:18], predict the reactants needed to synthesize it. (3) Given the product [CH2:1]([O:3][C:4]([C:6]1[C:7]([N:33]2[CH2:37][CH2:36][CH2:35][CH2:34]2)=[N:8][C:9]2[C:14]([C:15]=1[CH2:16][C:17]1[CH:22]=[CH:21][CH:20]=[CH:19][C:18]=1[Cl:23])=[CH:13][C:12]([Cl:24])=[CH:11][CH:10]=2)=[O:5])[CH3:2], predict the reactants needed to synthesize it. The reactants are: [CH2:1]([O:3][C:4]([C:6]1[C:7](OS(C(F)(F)F)(=O)=O)=[N:8][C:9]2[C:14]([C:15]=1[CH2:16][C:17]1[CH:22]=[CH:21][CH:20]=[CH:19][C:18]=1[Cl:23])=[CH:13][C:12]([Cl:24])=[CH:11][CH:10]=2)=[O:5])[CH3:2].[NH:33]1[CH2:37][CH2:36][CH2:35][CH2:34]1. (4) Given the product [Br:1][CH2:16][C:15]([C:7]1[CH:8]=[CH:9][CH:10]=[CH:5][CH:6]=1)=[O:17], predict the reactants needed to synthesize it. The reactants are: [Br:1]Br.CO[C:5]1[CH:6]=[C:7]([C:15](=[O:17])[CH3:16])[CH:8]=[C:9](OC)[C:10]=1OC.O. (5) Given the product [CH3:1][O:2][C:3](=[O:26])[CH2:4][C@H:5]1[C:9]2[CH:10]=[CH:11][C:12]([O:14][C@H:15]3[C:23]4[C:18](=[C:19]([O:25][C:33]5[CH:32]=[CH:31][CH:30]=[C:29]([O:28][CH3:27])[CH:34]=5)[CH:20]=[CH:21][C:22]=4[F:24])[CH2:17][CH2:16]3)=[CH:13][C:8]=2[O:7][CH2:6]1, predict the reactants needed to synthesize it. The reactants are: [CH3:1][O:2][C:3](=[O:26])[CH2:4][C@H:5]1[C:9]2[CH:10]=[CH:11][C:12]([O:14][C@H:15]3[C:23]4[C:18](=[C:19]([OH:25])[CH:20]=[CH:21][C:22]=4[F:24])[CH2:17][CH2:16]3)=[CH:13][C:8]=2[O:7][CH2:6]1.[CH3:27][O:28][C:29]1[CH:30]=[C:31](B(O)O)[CH:32]=[CH:33][CH:34]=1. (6) Given the product [C:1]([C:4]1[CH:13]=[CH:12][C:7]2[S:8][CH:9]=[C:10]([O:11][S:29]([C:32]([F:35])([F:34])[F:33])(=[O:31])=[O:30])[C:6]=2[CH:5]=1)(=[O:3])[CH3:2], predict the reactants needed to synthesize it. The reactants are: [C:1]([C:4]1[CH:13]=[CH:12][C:7]2[S:8][CH2:9][C:10](=[O:11])[C:6]=2[CH:5]=1)(=[O:3])[CH3:2].C([N-]C(C)C)(C)C.[Li+].C1C=CC(N([S:29]([C:32]([F:35])([F:34])[F:33])(=[O:31])=[O:30])[S:29]([C:32]([F:35])([F:34])[F:33])(=[O:31])=[O:30])=CC=1. (7) The reactants are: Br[C:2]1[CH:7]=[CH:6][CH:5]=[C:4]([Br:8])[CH:3]=1.[NH:9]1[CH2:19][CH2:18][CH:12]([C:13]([O:15][CH2:16][CH3:17])=[O:14])[CH2:11][CH2:10]1.C1C=CC(P(C2C(C3C(P(C4C=CC=CC=4)C4C=CC=CC=4)=CC=C4C=3C=CC=C4)=C3C(C=CC=C3)=CC=2)C2C=CC=CC=2)=CC=1.CC([O-])(C)C.[Na+]. Given the product [Br:8][C:4]1[CH:3]=[C:2]([N:9]2[CH2:19][CH2:18][CH:12]([C:13]([O:15][CH2:16][CH3:17])=[O:14])[CH2:11][CH2:10]2)[CH:7]=[CH:6][CH:5]=1, predict the reactants needed to synthesize it.